From a dataset of Catalyst prediction with 721,799 reactions and 888 catalyst types from USPTO. Predict which catalyst facilitates the given reaction. (1) Reactant: [CH:1]1[C:10]2[C:5](=[CH:6][CH:7]=[CH:8][CH:9]=2)[CH:4]=[CH:3][C:2]=1[NH:11][C:12]([C:14]([O:16][Li])=O)=[O:13].N[CH2:19][CH2:20][O:21][CH:22]1[CH2:27][CH2:26][CH:25]([NH:28][C:29]2[CH:34]=[CH:33][C:32]([N+:35]([O-:37])=[O:36])=[C:31]([C:38]([F:41])([F:40])[F:39])[CH:30]=2)[CH2:24][CH2:23]1.CC[N:44]=C=NCCCN(C)C.Cl.C1C=CC2N(O)N=NC=2C=1.C(N(CC)CC)C. Product: [CH:1]1[C:10]2[C:5](=[CH:6][CH:7]=[CH:8][CH:9]=2)[CH:4]=[CH:3][C:2]=1[N:11]([CH2:19][CH2:20][O:21][CH:22]1[CH2:27][CH2:26][CH:25]([NH:28][C:29]2[CH:34]=[CH:33][C:32]([N+:35]([O-:37])=[O:36])=[C:31]([C:38]([F:39])([F:40])[F:41])[CH:30]=2)[CH2:24][CH2:23]1)[C:12](=[O:13])[C:14]([NH2:44])=[O:16]. The catalyst class is: 42. (2) Reactant: [NH2:1][C@@H:2]([CH:15]([CH3:17])[CH3:16])[C:3]([NH:5][C@@H:6]([CH3:14])[C:7]([O:9]C(C)(C)C)=[O:8])=[O:4].[I:18][CH2:19][C:20](N)=[O:21].NC1C=CC=CC=1C1C[C@@H]2N(C=1)C(=O)C1C=C(OC)C(OCCCOC3C(OC)=CC4C(=O)N5C=C(C6C=CC(OC)=CC=6)C[C@H]5C(=O)N(COCC[Si](C)(C)C)C=4C=3)=CC=1N(COCC[Si](C)(C)C)C2=O. Product: [I:18][CH2:19][C:20]([NH:1][C@@H:2]([CH:15]([CH3:16])[CH3:17])[C:3]([NH:5][C@@H:6]([CH3:14])[C:7]([OH:9])=[O:8])=[O:4])=[O:21]. The catalyst class is: 4. (3) Reactant: [NH2:1][C:2]1[CH:22]=[CH:21][C:20]([N:23]2[CH2:28][CH2:27][CH2:26][CH2:25][CH2:24]2)=[CH:19][C:3]=1[C:4]([NH:6][C:7]1C=NC(C2C=CC=CC=2)=NC=1)=[O:5].C(N([CH:35]([CH3:37])[CH3:36])CC)(C)C.[Cl:38][CH2:39][C:40]1[CH:41]=[C:42]([CH:46]=[CH:47][CH:48]=1)[C:43](Cl)=[O:44]. Product: [Cl:38][CH2:39][C:40]1[CH:41]=[C:42]([CH:46]=[CH:47][CH:48]=1)[C:43]([NH:1][C:2]1[CH:22]=[CH:21][C:20]([N:23]2[CH2:24][CH2:25][CH2:26][CH2:27][CH2:28]2)=[CH:19][C:3]=1[C:4]([NH:6][C:7]1[N:6]=[CH:4][C:3]([C:36]2[CH:35]=[CH:37][CH:21]=[CH:20][CH:19]=2)=[CH:2][N:1]=1)=[O:5])=[O:44]. The catalyst class is: 76. (4) Reactant: [CH3:1][O:2][CH2:3][O:4][C:5]1[CH:6]=[CH:7][C:8]([C:11]([CH3:21])([O:16][Si](C)(C)C)[C:12]([F:15])([F:14])[F:13])=[N:9][CH:10]=1.Cl. Product: [F:15][C:12]([F:13])([F:14])[C:11]([C:8]1[CH:7]=[CH:6][C:5]([O:4][CH2:3][O:2][CH3:1])=[CH:10][N:9]=1)([OH:16])[CH3:21]. The catalyst class is: 1. (5) Reactant: O.O.P([O-])(O)(O)=O.[Na+].[Cl:9][C:10]1[CH:43]=[CH:42][CH:41]=[CH:40][C:11]=1[CH2:12][C:13]1[C:14]([CH:38]=[O:39])=[N:15][N:16]([S:32]([N:35]([CH3:37])[CH3:36])(=[O:34])=[O:33])[C:17]=1[N:18]1[CH2:23][CH2:22][CH2:21][C@@H:20]([NH:24][C:25](=[O:31])[O:26][C:27]([CH3:30])([CH3:29])[CH3:28])[CH2:19]1.CC(=CC)C.Cl([O-])=[O:50].[Na+].S([O-])([O-])=O.[Na+].[Na+].S([O-])(O)(=O)=O.[K+]. Product: [O:26]([C:25]([NH:24][C@@H:20]1[CH2:21][CH2:22][CH2:23][N:18]([C:17]2[N:16]([S:32]([N:35]([CH3:37])[CH3:36])(=[O:34])=[O:33])[N:15]=[C:14]([C:38]([OH:50])=[O:39])[C:13]=2[CH2:12][C:11]2[CH:40]=[CH:41][CH:42]=[CH:43][C:10]=2[Cl:9])[CH2:19]1)=[O:31])[C:27]([CH3:30])([CH3:28])[CH3:29]. The catalyst class is: 107. (6) Product: [CH2:13]([CH:10]1[C:11]2[C:6](=[CH:5][CH:4]=[C:3]([CH2:2][NH:1][S:38]([CH2:35][CH2:36][CH3:37])(=[O:40])=[O:39])[CH:12]=2)[CH2:7][CH2:8][CH:9]1[NH:20][C:21](=[O:27])[O:22][C:23]([CH3:24])([CH3:26])[CH3:25])[C:14]1[CH:15]=[CH:16][CH:17]=[CH:18][CH:19]=1. The catalyst class is: 4. Reactant: [NH2:1][CH2:2][C:3]1[CH:12]=[C:11]2[C:6]([CH2:7][CH2:8][CH:9]([NH:20][C:21](=[O:27])[O:22][C:23]([CH3:26])([CH3:25])[CH3:24])[CH:10]2[CH2:13][C:14]2[CH:19]=[CH:18][CH:17]=[CH:16][CH:15]=2)=[CH:5][CH:4]=1.C(N(CC)CC)C.[CH2:35]([S:38](Cl)(=[O:40])=[O:39])[CH2:36][CH3:37]. (7) Reactant: Br[C:2]1[CH:3]=[CH:4][C:5]([N:10]2[CH2:14][CH2:13][CH2:12][C:11]2=[O:15])=[C:6]([CH:9]=1)[C:7]#[N:8].[B:16]1(B2OC(C)(C)C(C)(C)O2)[O:20]C(C)(C)C(C)(C)[O:17]1.C([O-])(=O)C.[K+]. Product: [C:7]([C:6]1[CH:9]=[C:2]([B:16]([OH:20])[OH:17])[CH:3]=[CH:4][C:5]=1[N:10]1[CH2:14][CH2:13][CH2:12][C:11]1=[O:15])#[N:8]. The catalyst class is: 75.